From a dataset of M1 muscarinic receptor antagonist screen with 61,756 compounds. Binary Classification. Given a drug SMILES string, predict its activity (active/inactive) in a high-throughput screening assay against a specified biological target. The drug is O(C(=O)C1CCN(CC1)C(=O)COC(=O)Cc1c2c([nH]c1)cccc2)C. The result is 0 (inactive).